This data is from Forward reaction prediction with 1.9M reactions from USPTO patents (1976-2016). The task is: Predict the product of the given reaction. (1) Given the reactants [Br:1][C:2]1[C:3]([NH2:9])=[N:4][CH:5]=[C:6]([Cl:8])[CH:7]=1.Cl[C:11]([C:14]([O:16][CH2:17][CH3:18])=[O:15])=[CH:12][O-].[K+].S(=O)(=O)(O)O, predict the reaction product. The product is: [Br:1][C:2]1[C:3]2[N:4]([C:11]([C:14]([O:16][CH2:17][CH3:18])=[O:15])=[CH:12][N:9]=2)[CH:5]=[C:6]([Cl:8])[CH:7]=1. (2) Given the reactants [Cl:1][C:2]1[CH:3]=[C:4]([CH:12]=[CH:13][C:14]=1[Cl:15])[O:5]N1CCCCC1.[CH:16]1[CH:17]=[CH:18]C2N(O)N=[N:22][C:20]=2[CH:21]=1.[CH:26]1([C:31]([OH:33])=O)[CH2:30][CH:29]=[CH:28][CH2:27]1.CCN=C=NCCCN(C)C, predict the reaction product. The product is: [CH:26]1([C:31]([N:22]2[CH2:18][CH2:17][CH:16]([O:5][C:4]3[CH:12]=[CH:13][C:14]([Cl:15])=[C:2]([Cl:1])[CH:3]=3)[CH2:21][CH2:20]2)=[O:33])[CH2:27][CH:28]=[CH:29][CH2:30]1.